The task is: Predict the product of the given reaction.. This data is from Forward reaction prediction with 1.9M reactions from USPTO patents (1976-2016). (1) Given the reactants [Cl:1][C:2]1[CH:7]=[CH:6][C:5](/[CH:8]=[CH:9]/[C:10]([N:12]2[CH2:17][CH2:16][CH:15]([CH2:18][CH2:19][NH:20]C(=O)OC(C)(C)C)[CH2:14][CH2:13]2)=[O:11])=[C:4]([CH2:28][N:29]2[N:33]=[N:32][C:31]([CH3:34])=[N:30]2)[CH:3]=1.C(O)(C(F)(F)F)=O, predict the reaction product. The product is: [NH2:20][CH2:19][CH2:18][CH:15]1[CH2:14][CH2:13][N:12]([C:10](=[O:11])/[CH:9]=[CH:8]/[C:5]2[CH:6]=[CH:7][C:2]([Cl:1])=[CH:3][C:4]=2[CH2:28][N:29]2[N:33]=[N:32][C:31]([CH3:34])=[N:30]2)[CH2:17][CH2:16]1. (2) Given the reactants [C:1]([O:4][CH2:5][C:6]1[CH:14]=[C:13]2[C:9]([CH:10]=[C:11]([C:15]3[CH:20]=[CH:19][CH:18]=[CH:17][CH:16]=3)[NH:12]2)=[CH:8][CH:7]=1)(=[O:3])[CH3:2].[CH:21]([C:23]1[N:28]=[C:27]([C:29]([O:31][CH2:32][CH3:33])=[O:30])[CH:26]=[CH:25][CH:24]=1)=O.C([SiH](CC)CC)C.FC(F)(F)C(O)=O, predict the reaction product. The product is: [C:1]([O:4][CH2:5][C:6]1[CH:14]=[C:13]2[C:9]([C:10]([CH2:21][C:23]3[N:28]=[C:27]([C:29]([O:31][CH2:32][CH3:33])=[O:30])[CH:26]=[CH:25][CH:24]=3)=[C:11]([C:15]3[CH:20]=[CH:19][CH:18]=[CH:17][CH:16]=3)[NH:12]2)=[CH:8][CH:7]=1)(=[O:3])[CH3:2]. (3) Given the reactants [NH2:1][C:2]1[S:3][C:4]([C:17]2[CH:22]=[CH:21][CH:20]=[C:19]([F:23])[CH:18]=2)=[C:5]([C:7]([N:9]2[C@H:14]([CH2:15][NH2:16])[CH2:13][C@H:12]3[C@@H:10]2[CH2:11]3)=[O:8])[N:6]=1.[F:24][C:25]1([F:37])[O:29][C:28]2[CH:30]=[CH:31][CH:32]=[C:33]([C:34](O)=[O:35])[C:27]=2[O:26]1, predict the reaction product. The product is: [NH2:1][C:2]1[S:3][C:4]([C:17]2[CH:22]=[CH:21][CH:20]=[C:19]([F:23])[CH:18]=2)=[C:5]([C:7]([N:9]2[C@H:14]([CH2:15][NH:16][C:34]([C:33]3[C:27]4[O:26][C:25]([F:37])([F:24])[O:29][C:28]=4[CH:30]=[CH:31][CH:32]=3)=[O:35])[CH2:13][C@H:12]3[C@@H:10]2[CH2:11]3)=[O:8])[N:6]=1. (4) Given the reactants [CH2:1]([O:3][C:4]1[CH:9]=[C:8]([N+:10]([O-])=O)[CH:7]=[CH:6][C:5]=1[F:13])[CH3:2].C(O)C, predict the reaction product. The product is: [CH2:1]([O:3][C:4]1[CH:9]=[C:8]([CH:7]=[CH:6][C:5]=1[F:13])[NH2:10])[CH3:2].